Dataset: Full USPTO retrosynthesis dataset with 1.9M reactions from patents (1976-2016). Task: Predict the reactants needed to synthesize the given product. Given the product [Cl:20][C:21]1[CH:26]=[CH:25][C:24]([C:27]2[CH:28]=[CH:29][C:30]([C:33]#[C:34][C:35]([CH3:38])([O:37][C:48]3[CH:47]=[CH:46][C:45]([CH2:44][N:39]4[CH2:43][CH2:42][CH2:41][CH2:40]4)=[CH:50][CH:49]=3)[CH3:36])=[N:31][CH:32]=2)=[CH:23][CH:22]=1, predict the reactants needed to synthesize it. The reactants are: C1(P(C2C=CC=CC=2)C2C=CC=CC=2)C=CC=CC=1.[Cl:20][C:21]1[CH:26]=[CH:25][C:24]([C:27]2[CH:28]=[CH:29][C:30]([C:33]#[C:34][C:35]([CH3:38])([OH:37])[CH3:36])=[N:31][CH:32]=2)=[CH:23][CH:22]=1.[N:39]1([CH2:44][C:45]2[CH:50]=[CH:49][C:48](O)=[CH:47][CH:46]=2)[CH2:43][CH2:42][CH2:41][CH2:40]1.N(C(OC(C)C)=O)=NC(OC(C)C)=O.